This data is from Forward reaction prediction with 1.9M reactions from USPTO patents (1976-2016). The task is: Predict the product of the given reaction. (1) Given the reactants [NH2:1][CH:2]1[CH2:8][CH2:7][CH2:6][CH2:5][N:4]([C:9]([O:11][C:12]([CH3:15])([CH3:14])[CH3:13])=[O:10])[CH2:3]1.Cl[C:17]1[C:18]2[CH:25]=[CH:24][N:23]([S:26]([C:29]3[CH:35]=[CH:34][C:32]([CH3:33])=[CH:31][CH:30]=3)(=[O:28])=[O:27])[C:19]=2[N:20]=[CH:21][N:22]=1.CCN(C(C)C)C(C)C.O, predict the reaction product. The product is: [S:26]([N:23]1[C:19]2[N:20]=[CH:21][N:22]=[C:17]([NH:1][CH:2]3[CH2:8][CH2:7][CH2:6][CH2:5][N:4]([C:9]([O:11][C:12]([CH3:15])([CH3:14])[CH3:13])=[O:10])[CH2:3]3)[C:18]=2[CH:25]=[CH:24]1)([C:29]1[CH:30]=[CH:31][C:32]([CH3:33])=[CH:34][CH:35]=1)(=[O:27])=[O:28]. (2) Given the reactants [OH-].[Na+].C[O:4][C:5]([C:7]1[CH:8]=[C:9]([C:13]2[N:14]=[C:15]([C:22]([C:24]3[CH:25]=[CH:26][C:27]([NH:34][C:35](=[O:40])[NH:36][CH2:37][CH2:38][CH3:39])=[C:28]([CH:33]=3)[C:29]([O:31]C)=O)=[O:23])[N:16]3[CH:21]=[CH:20][CH:19]=[CH:18][C:17]=23)[CH:10]=[CH:11][CH:12]=1)=[O:6], predict the reaction product. The product is: [O:40]=[C:35]1[N:36]([CH2:37][CH2:38][CH3:39])[C:29](=[O:31])[C:28]2[C:27](=[CH:26][CH:25]=[C:24]([C:22]([C:15]3[N:16]4[CH:21]=[CH:20][CH:19]=[CH:18][C:17]4=[C:13]([C:9]4[CH:8]=[C:7]([CH:12]=[CH:11][CH:10]=4)[C:5]([OH:4])=[O:6])[N:14]=3)=[O:23])[CH:33]=2)[NH:34]1. (3) Given the reactants C(OC(=O)[NH:7][S:8]([O:11][CH2:12][C@@H:13]1[C@@H:20]2[C@@H:16]([O:17]C(C)(C)[O:19]2)[CH:15]([NH:23][C:24]2[N:29]3[N:30]=[C:31]([C:33]4[CH:38]=[CH:37][CH:36]=[C:35]([S:39][C:40]([F:43])([F:42])[F:41])[CH:34]=4)[CH:32]=[C:28]3[N:27]=[CH:26][CH:25]=2)[CH2:14]1)(=[O:10])=[O:9])(C)(C)C.P(=O)(O)(O)O.C(OCC)(=O)C.C([O-])([O-])=O.[Na+].[Na+], predict the reaction product. The product is: [S:8](=[O:10])(=[O:9])([O:11][CH2:12][C@H:13]1[CH2:14][C@@H:15]([NH:23][C:24]2[N:29]3[N:30]=[C:31]([C:33]4[CH:38]=[CH:37][CH:36]=[C:35]([S:39][C:40]([F:43])([F:42])[F:41])[CH:34]=4)[CH:32]=[C:28]3[N:27]=[CH:26][CH:25]=2)[C@H:16]([OH:17])[C@@H:20]1[OH:19])[NH2:7]. (4) Given the reactants N[CH2:2]CNCCN.[C:8](O)(=O)[CH2:9][CH2:10][CH2:11][CH2:12][C:13]([OH:15])=[O:14].[OH2:18], predict the reaction product. The product is: [CH3:2][O:18][C:10]1[CH:9]=[CH:8][C:13]([OH:15])=[CH:12][CH:11]=1.[C:13]([OH:15])(=[O:14])[C:12]([CH3:2])=[CH2:11]. (5) Given the reactants [C:1]1([S:7]([NH:10][C@@H:11]([CH3:48])[C:12]([NH:14][C@@H:15]([CH2:39][C:40]2[CH:45]=[CH:44][C:43]([O:46][CH3:47])=[CH:42][CH:41]=2)[C:16]([NH:18][CH:19]([CH2:32][C:33]2[CH:38]=[CH:37][CH:36]=[CH:35][CH:34]=2)[C@H:20]([OH:31])[C:21]([NH:23][CH2:24][C:25]2[CH:30]=[CH:29][CH:28]=[CH:27][CH:26]=2)=[O:22])=[O:17])=[O:13])(=[O:9])=[O:8])[CH:6]=[CH:5][CH:4]=[CH:3][CH:2]=1.CC(OI1(OC(C)=O)(OC(C)=O)OC(=O)C2C=CC=CC1=2)=O, predict the reaction product. The product is: [C:1]1([S:7]([NH:10][C@@H:11]([CH3:48])[C:12]([NH:14][C@@H:15]([CH2:39][C:40]2[CH:45]=[CH:44][C:43]([O:46][CH3:47])=[CH:42][CH:41]=2)[C:16]([NH:18][C@@H:19]([CH2:32][C:33]2[CH:38]=[CH:37][CH:36]=[CH:35][CH:34]=2)[C:20](=[O:31])[C:21]([NH:23][CH2:24][C:25]2[CH:30]=[CH:29][CH:28]=[CH:27][CH:26]=2)=[O:22])=[O:17])=[O:13])(=[O:9])=[O:8])[CH:6]=[CH:5][CH:4]=[CH:3][CH:2]=1.